Regression. Given a peptide amino acid sequence and an MHC pseudo amino acid sequence, predict their binding affinity value. This is MHC class I binding data. From a dataset of Peptide-MHC class I binding affinity with 185,985 pairs from IEDB/IMGT. (1) The peptide sequence is FYFTNDVSF. The MHC is HLA-A01:01 with pseudo-sequence HLA-A01:01. The binding affinity (normalized) is 0.0992. (2) The peptide sequence is ITETIPIGM. The MHC is HLA-A02:02 with pseudo-sequence HLA-A02:02. The binding affinity (normalized) is 0.129. (3) The peptide sequence is LGSSFCLHA. The MHC is HLA-B15:01 with pseudo-sequence HLA-B15:01. The binding affinity (normalized) is 0.0622. (4) The peptide sequence is QYLNLYPVAR. The MHC is Patr-A0401 with pseudo-sequence Patr-A0401. The binding affinity (normalized) is 0.408. (5) The peptide sequence is RYWRLRYRI. The MHC is HLA-C06:02 with pseudo-sequence HLA-C06:02. The binding affinity (normalized) is 0.0847.